Dataset: Forward reaction prediction with 1.9M reactions from USPTO patents (1976-2016). Task: Predict the product of the given reaction. (1) The product is: [C:2]([NH:6][C:7]([C@@H:9]1[CH2:18][C@H:17]2[C@H:12]([CH2:13][CH2:14][CH2:15][CH2:16]2)[CH2:11][N:10]1[CH2:19][C@@H:20]([OH:44])[C@@H:21]([NH:30][C:31](=[O:43])[C:32]1[CH:37]=[CH:36][CH:35]=[C:34]([OH:38])[C:33]=1[CH3:42])[CH2:22][S:23][C:24]1[CH:25]=[CH:26][CH:27]=[CH:28][CH:29]=1)=[O:8])([CH3:5])([CH3:3])[CH3:4]. Given the reactants N.[C:2]([NH:6][C:7]([C@@H:9]1[CH2:18][C@H:17]2[C@H:12]([CH2:13][CH2:14][CH2:15][CH2:16]2)[CH2:11][N:10]1[CH2:19][C@@H:20]([OH:44])[C@@H:21]([NH:30][C:31](=[O:43])[C:32]1[CH:37]=[CH:36][CH:35]=[C:34]([O:38]C(=O)C)[C:33]=1[CH3:42])[CH2:22][S:23][C:24]1[CH:29]=[CH:28][CH:27]=[CH:26][CH:25]=1)=[O:8])([CH3:5])([CH3:4])[CH3:3], predict the reaction product. (2) Given the reactants [CH3:1][O:2][C:3]1[C:4]([C:13]([OH:15])=O)=[CH:5][C:6]2[C:11]([CH:12]=1)=[CH:10][CH:9]=[CH:8][CH:7]=2.S(Cl)([Cl:18])=O, predict the reaction product. The product is: [CH3:1][O:2][C:3]1[C:4]([C:13]([Cl:18])=[O:15])=[CH:5][C:6]2[C:11]([CH:12]=1)=[CH:10][CH:9]=[CH:8][CH:7]=2. (3) Given the reactants C1(P(C2CCCCC2)C2CCCCC2)CCCCC1.B1(B2OC(C)(C)C(C)(C)O2)OC(C)(C)C(C)(C)[O:21]1.[C:38]([C:42]1[N:52]([C:53]([NH2:55])=[O:54])[C:45]2=[C:46]([Cl:51])[N:47]=[CH:48][C:49](Br)=[C:44]2[CH:43]=1)([CH3:41])([CH3:40])[CH3:39].CC([O-])=O.[K+].OO, predict the reaction product. The product is: [C:38]([C:42]1[N:52]([C:53]([NH2:55])=[O:54])[C:45]2=[C:46]([Cl:51])[N:47]=[CH:48][C:49]([OH:21])=[C:44]2[CH:43]=1)([CH3:41])([CH3:40])[CH3:39].